From a dataset of Forward reaction prediction with 1.9M reactions from USPTO patents (1976-2016). Predict the product of the given reaction. (1) Given the reactants C(N(CC)CC)C.[C:8]([NH:11][NH:12][C:13]([C:15]1[C:19]([Br:20])=[C:18]([CH3:21])[O:17][N:16]=1)=[O:14])(=O)[CH3:9].[Cl-].ClC1N(C)CC[NH+]1C.O, predict the reaction product. The product is: [Br:20][C:19]1[C:15]([C:13]2[O:14][C:8]([CH3:9])=[N:11][N:12]=2)=[N:16][O:17][C:18]=1[CH3:21]. (2) Given the reactants [F:1][C:2]([F:24])([F:23])[C:3]1[CH:4]=[C:5]([CH:20]=[CH:21][CH:22]=1)[CH2:6][NH:7][C:8]1[C:17]2[C:12](=[C:13]([C:18]#[N:19])[CH:14]=[CH:15][CH:16]=2)[N:11]=[CH:10][CH:9]=1.[Li+].[OH-:26], predict the reaction product. The product is: [F:24][C:2]([F:23])([F:1])[C:3]1[CH:4]=[C:5]([CH:20]=[CH:21][CH:22]=1)[CH2:6][NH:7][C:8]1[C:17]2[C:12](=[C:13]([C:18]([NH2:19])=[O:26])[CH:14]=[CH:15][CH:16]=2)[N:11]=[CH:10][CH:9]=1. (3) Given the reactants [C:1]1([C:12]2[CH:17]=[CH:16][CH:15]=[CH:14][CH:13]=2)[CH:6]=[CH:5][C:4]([C:7]2[CH:11]=[CH:10][O:9][CH:8]=2)=[CH:3][CH:2]=1.BrC1C=CC(C2C=CC([C:31]#[N:32])=CC=2)=CC=1.O1C=CC(B(O)O)=C1, predict the reaction product. The product is: [O:9]1[CH:10]=[CH:11][C:7]([C:4]2[CH:5]=[CH:6][C:1]([C:12]3[CH:17]=[CH:16][C:15]([C:31]#[N:32])=[CH:14][CH:13]=3)=[CH:2][CH:3]=2)=[CH:8]1.